This data is from Full USPTO retrosynthesis dataset with 1.9M reactions from patents (1976-2016). The task is: Predict the reactants needed to synthesize the given product. (1) Given the product [F:4][C:5]1[CH:6]=[C:7]([NH:13][N:14]=[CH:1][CH3:2])[CH:8]=[CH:9][C:10]=1[O:11][CH3:12], predict the reactants needed to synthesize it. The reactants are: [CH:1](=O)[CH3:2].[F:4][C:5]1[CH:6]=[C:7]([NH:13][NH2:14])[CH:8]=[CH:9][C:10]=1[O:11][CH3:12].S([O-])([O-])(=O)=O.[Mg+2]. (2) Given the product [C:1]([N:5]([C:28](=[O:37])[C:29]1[CH:34]=[C:33]([CH3:35])[CH:32]=[C:31]([CH3:36])[CH:30]=1)[NH:6][C:7]([C:8]1[CH:13]=[CH:12][C:11]([B:14]([OH:18])[OH:15])=[C:10]([NH:23][CH2:24][C:25]#[N:26])[CH:9]=1)=[O:27])([CH3:4])([CH3:3])[CH3:2], predict the reactants needed to synthesize it. The reactants are: [C:1]([N:5]([C:28](=[O:37])[C:29]1[CH:34]=[C:33]([CH3:35])[CH:32]=[C:31]([CH3:36])[CH:30]=1)[NH:6][C:7](=[O:27])[C:8]1[CH:13]=[CH:12][C:11]([B:14]2[O:18]C(C)(C)C(C)(C)[O:15]2)=[C:10]([NH:23][CH2:24][C:25]#[N:26])[CH:9]=1)([CH3:4])([CH3:3])[CH3:2].Cl.O. (3) Given the product [CH2:13]([C:12]([C:17]1[O:18][C:19]2[CH:25]=[CH:24][C:23]([C:26]([N:28]([CH2:30][C:31]([OH:33])=[O:32])[CH3:29])=[O:27])=[CH:22][C:20]=2[CH:21]=1)([C:9]1[CH:10]=[CH:11][C:6]([CH2:5][CH2:4][CH:3]([OH:37])[C:2]([CH3:39])([CH3:1])[CH3:38])=[C:7]([CH:34]([CH3:35])[CH3:36])[CH:8]=1)[CH2:15][CH3:16])[CH3:14], predict the reactants needed to synthesize it. The reactants are: [CH3:1][C:2]([CH3:39])([CH3:38])[C:3](=[O:37])[CH2:4][CH2:5][C:6]1[CH:11]=[CH:10][C:9]([C:12]([C:17]2[O:18][C:19]3[CH:25]=[CH:24][C:23]([C:26]([N:28]([CH2:30][C:31]([OH:33])=[O:32])[CH3:29])=[O:27])=[CH:22][C:20]=3[CH:21]=2)([CH2:15][CH3:16])[CH2:13][CH3:14])=[CH:8][C:7]=1[CH:34]([CH3:36])[CH3:35].[BH4-].[Na+]. (4) Given the product [CH:18]1([C:16]([NH:15][C:13]2[N:14]=[C:9]3[CH:8]=[CH:7][C:6]([O:5][C:4]4[CH:21]=[CH:22][C:23]([F:24])=[C:2]([NH:1][C:31]([C:30]5[N:26]([CH3:25])[N:27]=[C:28]([CH3:34])[CH:29]=5)=[O:32])[CH:3]=4)=[N:11][N:10]3[CH:12]=2)=[O:17])[CH2:20][CH2:19]1, predict the reactants needed to synthesize it. The reactants are: [NH2:1][C:2]1[CH:3]=[C:4]([CH:21]=[CH:22][C:23]=1[F:24])[O:5][C:6]1[CH:7]=[CH:8][C:9]2[N:10]([CH:12]=[C:13]([NH:15][C:16]([CH:18]3[CH2:20][CH2:19]3)=[O:17])[N:14]=2)[N:11]=1.[CH3:25][N:26]1[C:30]([C:31](Cl)=[O:32])=[CH:29][C:28]([CH3:34])=[N:27]1.C(=O)([O-])O.[Na+]. (5) Given the product [F:28][CH:2]([F:1])[C:3]1[C:8]([C:9]([O:11][CH3:12])=[O:10])=[C:7]([CH2:13][CH:14]([CH3:15])[CH3:16])[C:6]([CH:17]([O:18][CH3:29])[C:19]2[S:23][N:22]=[CH:21][CH:20]=2)=[C:5]([C:24]([F:27])([F:26])[F:25])[N:4]=1, predict the reactants needed to synthesize it. The reactants are: [F:1][CH:2]([F:28])[C:3]1[C:8]([C:9]([O:11][CH3:12])=[O:10])=[C:7]([CH2:13][CH:14]([CH3:16])[CH3:15])[C:6]([CH:17]([C:19]2[S:23][N:22]=[CH:21][CH:20]=2)[OH:18])=[C:5]([C:24]([F:27])([F:26])[F:25])[N:4]=1.[CH3:29]I. (6) Given the product [OH:37][C@H:36]([C:32]1[CH:31]=[N:30][CH:35]=[CH:34][CH:33]=1)[CH2:38][NH:1][C@H:2]([CH3:22])[CH2:3][C:4]1[C:12]2[C:7](=[C:8]([O:13][CH2:14][C:15]([NH:17][S:18]([CH3:21])(=[O:20])=[O:19])=[O:16])[CH:9]=[CH:10][CH:11]=2)[NH:6][CH:5]=1, predict the reactants needed to synthesize it. The reactants are: [NH2:1][C@H:2]([CH3:22])[CH2:3][C:4]1[C:12]2[C:7](=[C:8]([O:13][CH2:14][C:15]([NH:17][S:18]([CH3:21])(=[O:20])=[O:19])=[O:16])[CH:9]=[CH:10][CH:11]=2)[NH:6][CH:5]=1.FC(F)(F)C([O-])=O.[N:30]1[CH:35]=[CH:34][CH:33]=[C:32]([C@@H:36]2[CH2:38][O:37]2)[CH:31]=1.CCN(C(C)C)C(C)C. (7) Given the product [CH2:1]([O:8][C:9]1[C:18]2[C:13](=[CH:14][CH:15]=[CH:16][CH:17]=2)[CH:12]=[C:11]([CH:19]=[O:20])[CH:10]=1)[C:2]1[CH:3]=[CH:4][CH:5]=[CH:6][CH:7]=1, predict the reactants needed to synthesize it. The reactants are: [CH2:1]([O:8][C:9]1[C:18]2[C:13](=[CH:14][CH:15]=[CH:16][CH:17]=2)[CH:12]=[C:11]([CH2:19][OH:20])[CH:10]=1)[C:2]1[CH:7]=[CH:6][CH:5]=[CH:4][CH:3]=1. (8) Given the product [Br:22][C:19]1[O:18][C:17]([C:7]2[N:6]=[C:5]3[NH:4][N:3]=[C:2]([Cl:1])[C:10]3=[CH:9][C:8]=2[C:11]2[CH:16]=[CH:15][N:14]=[CH:13][N:12]=2)=[CH:21][CH:20]=1, predict the reactants needed to synthesize it. The reactants are: [Cl:1][C:2]1[C:10]2[C:5](=[N:6][C:7]([C:17]3[O:18][CH:19]=[CH:20][CH:21]=3)=[C:8]([C:11]3[CH:16]=[CH:15][N:14]=[CH:13][N:12]=3)[CH:9]=2)[NH:4][N:3]=1.[Br:22]Br. (9) Given the product [CH3:1][CH:2]1[CH2:7][C:6]2([CH2:12][CH:11]([CH3:13])[CH2:10][C:9]([CH3:14])([CH3:15])[CH2:8]2)[O:21][CH2:18][CH2:3]1, predict the reactants needed to synthesize it. The reactants are: [CH3:1][C:2]1[CH2:7][C:6]2([CH2:12][CH:11]([CH3:13])[CH2:10][C:9]([CH3:15])([CH3:14])[CH2:8]2)CO[CH:3]=1.[H][H].[CH:18]([OH:21])(C)C.